Predict the reactants needed to synthesize the given product. From a dataset of Full USPTO retrosynthesis dataset with 1.9M reactions from patents (1976-2016). (1) Given the product [C:18]1(/[CH:17]=[CH:16]/[CH2:15][CH:9]([CH2:8][CH2:7][C:1]2[CH:6]=[CH:5][CH:4]=[CH:3][CH:2]=2)[C:10]([O:12][CH3:13])=[O:11])[CH:23]=[CH:22][CH:21]=[CH:20][CH:19]=1, predict the reactants needed to synthesize it. The reactants are: [C:1]1([CH2:7][CH2:8][CH2:9][C:10]([O:12][CH3:13])=[O:11])[CH:6]=[CH:5][CH:4]=[CH:3][CH:2]=1.Br[CH2:15]/[CH:16]=[CH:17]/[C:18]1[CH:23]=[CH:22][CH:21]=[CH:20][CH:19]=1. (2) The reactants are: [Cl:1][C:2]1[C:7]([NH:8][CH2:9][CH:10]2[CH2:12][CH:11]2[C:13]2[C:18]([O:19][CH3:20])=[CH:17][CH:16]=[CH:15][C:14]=2[F:21])=[CH:6][N:5]=[N:4][C:3]=1[NH:22][NH:23][C:24](=O)[CH2:25][CH:26]1[CH2:28][CH2:27]1.P(Cl)(Cl)(Cl)=O. Given the product [Cl:1][C:2]1[C:3]2[N:4]([C:24]([CH2:25][CH:26]3[CH2:28][CH2:27]3)=[N:23][N:22]=2)[N:5]=[CH:6][C:7]=1[NH:8][CH2:9][CH:10]1[CH2:12][CH:11]1[C:13]1[C:18]([O:19][CH3:20])=[CH:17][CH:16]=[CH:15][C:14]=1[F:21], predict the reactants needed to synthesize it. (3) Given the product [Cl:25][C:26]1[CH:31]=[C:30]([Cl:32])[C:29]([CH3:33])=[CH:28][C:27]=1[S:34]([NH:1][C:2]1[CH:7]=[CH:6][C:5]([S:24][C:21]2[CH:20]=[CH:19][C:18]([S:15]([N:9]3[CH2:10][CH2:11][CH2:12][CH2:13][CH2:14]3)(=[O:17])=[O:16])=[CH:23][CH:22]=2)=[CH:4][N:3]=1)(=[O:36])=[O:35], predict the reactants needed to synthesize it. The reactants are: [NH2:1][C:2]1[CH:7]=[CH:6][C:5](Br)=[CH:4][N:3]=1.[N:9]1([S:15]([C:18]2[CH:23]=[CH:22][C:21]([SH:24])=[CH:20][CH:19]=2)(=[O:17])=[O:16])[CH2:14][CH2:13][CH2:12][CH2:11][CH2:10]1.[Cl:25][C:26]1[CH:31]=[C:30]([Cl:32])[C:29]([CH3:33])=[CH:28][C:27]=1[S:34](Cl)(=[O:36])=[O:35]. (4) Given the product [C:43]([C:2]1[CH:11]=[C:10]2[C:5]([C:6](=[O:37])[N:7]([C:26]3[CH:31]=[CH:30][C:29]([O:32][C:33]([F:36])([F:34])[F:35])=[CH:28][CH:27]=3)[C:8]3([CH2:16][CH2:15][N:14]([CH2:17][C:18]4[CH:23]=[CH:22][C:21]([F:24])=[C:20]([F:25])[CH:19]=4)[CH2:13][CH2:12]3)[NH:9]2)=[CH:4][CH:3]=1)(=[O:45])[CH3:44], predict the reactants needed to synthesize it. The reactants are: Br[C:2]1[CH:11]=[C:10]2[C:5]([C:6](=[O:37])[N:7]([C:26]3[CH:31]=[CH:30][C:29]([O:32][C:33]([F:36])([F:35])[F:34])=[CH:28][CH:27]=3)[C:8]3([CH2:16][CH2:15][N:14]([CH2:17][C:18]4[CH:23]=[CH:22][C:21]([F:24])=[C:20]([F:25])[CH:19]=4)[CH2:13][CH2:12]3)[NH:9]2)=[CH:4][CH:3]=1.C([Sn](CCCC)(CCCC)[C:43]([O:45]CC)=[CH2:44])CCC. (5) Given the product [NH:12]1[CH:13]=[N:14][C:10]([C:7]2[CH:8]=[CH:9][C:4]([C:15]#[N:16])=[CH:5][CH:6]=2)=[N:11]1, predict the reactants needed to synthesize it. The reactants are: [N+]([C:4]1[CH:9]=[CH:8][C:7]([C:10]2[N:14]=[CH:13][NH:12][N:11]=2)=[CH:6][CH:5]=1)([O-])=O.[C:15](C1C=CC(C(N)=O)=CC=1)#[N:16].O.NN.CCOCC. (6) Given the product [CH2:16]([O:18][C:19]([C:21]1[S:25][C:24]([N:9]2[C:5]3[CH:4]=[C:3]([O:2][CH3:1])[C:11]([O:12][CH3:13])=[CH:10][C:6]=3[N:7]=[CH:8]2)=[N:23][C:22]=1[C:27]1[CH:32]=[CH:31][CH:30]=[CH:29][CH:28]=1)=[O:20])[CH3:17], predict the reactants needed to synthesize it. The reactants are: [CH3:1][O:2][C:3]1[C:11]([O:12][CH3:13])=[CH:10][C:6]2[N:7]=[CH:8][NH:9][C:5]=2[CH:4]=1.[H-].[Na+].[CH2:16]([O:18][C:19]([C:21]1[S:25][C:24](Cl)=[N:23][C:22]=1[C:27]1[CH:32]=[CH:31][CH:30]=[CH:29][CH:28]=1)=[O:20])[CH3:17].O. (7) Given the product [CH:11]1([C:6]2[CH:7]=[N:8][CH:9]=[CH:10][C:5]=2[O:4][CH2:3][C:2]([F:17])([F:1])[F:16])[CH2:12][CH2:13][CH2:14]1, predict the reactants needed to synthesize it. The reactants are: [F:1][C:2]([F:17])([F:16])[CH2:3][O:4][C:5]1[CH:10]=[CH:9][N:8]=[CH:7][C:6]=1[C:11]1(O)[CH2:14][CH2:13][CH2:12]1.S(=O)(=O)(O)O.[H][H]. (8) Given the product [F:1][C:2]1[CH:3]=[CH:4][C:5]2[N:6]([C:10]([C@@H:12]3[CH2:16][CH2:15][CH2:14][N:13]3[CH:17]([CH3:19])[CH3:18])=[N:9][N:8]=2)[CH:7]=1, predict the reactants needed to synthesize it. The reactants are: [F:1][C:2]1[CH:3]=[CH:4][C:5]([NH:8][NH:9][C:10]([C@@H:12]2[CH2:16][CH2:15][CH2:14][N:13]2[CH:17]([CH3:19])[CH3:18])=O)=[N:6][CH:7]=1.C1C=CC(P(C2C=CC=CC=2)C2C=CC=CC=2)=CC=1.CCN(CC)CC.ClC(Cl)(Cl)C(Cl)(Cl)Cl. (9) Given the product [F:1][C:2]1[CH:11]=[CH:10][CH:9]=[C:8](/[CH:12]=[C:23]2\[N:22]=[C:14]([C:15]3[CH:16]=[CH:17][CH:18]=[CH:19][CH:20]=3)[O:26][C:24]\2=[O:25])[C:3]=1[C:4]([O:6][CH3:7])=[O:5], predict the reactants needed to synthesize it. The reactants are: [F:1][C:2]1[CH:11]=[CH:10][CH:9]=[C:8]([CH:12]=O)[C:3]=1[C:4]([O:6][CH3:7])=[O:5].[C:14]([NH:22][CH2:23][C:24]([OH:26])=[O:25])(=O)[C:15]1[CH:20]=[CH:19][CH:18]=[CH:17][CH:16]=1.C([O-])(=O)C.[Na+].